Predict the reactants needed to synthesize the given product. From a dataset of Full USPTO retrosynthesis dataset with 1.9M reactions from patents (1976-2016). (1) Given the product [NH2:30][C:17]1[C:18]([CH2:20][S:21]([C:24]2[CH:25]=[CH:26][CH:27]=[CH:28][CH:29]=2)(=[O:23])=[O:22])=[N:19][C:14]([N:11]2[CH2:10][CH2:9][N:8]([CH2:1][C:2]3[CH:3]=[CH:4][CH:5]=[CH:6][CH:7]=3)[CH2:13][CH2:12]2)=[CH:15][CH:16]=1, predict the reactants needed to synthesize it. The reactants are: [CH2:1]([N:8]1[CH2:13][CH2:12][N:11]([C:14]2[N:19]=[C:18]([CH2:20][S:21]([C:24]3[CH:29]=[CH:28][CH:27]=[CH:26][CH:25]=3)(=[O:23])=[O:22])[C:17]([N+:30]([O-])=O)=[CH:16][CH:15]=2)[CH2:10][CH2:9]1)[C:2]1[CH:7]=[CH:6][CH:5]=[CH:4][CH:3]=1.[Sn].Cl.C([O-])(O)=O.[Na+]. (2) Given the product [CH:13]([C:15]1[CH:22]=[CH:21][C:18]([S:9][C:7](=[S:8])[N:6]([CH2:10][CH3:11])[CH2:4][CH3:5])=[CH:17][CH:16]=1)=[CH2:14], predict the reactants needed to synthesize it. The reactants are: O.O.O.[CH2:4]([N:6]([CH2:10][CH3:11])[C:7](=[S:9])[S-:8])[CH3:5].[Na+].[CH:13]([C:15]1[CH:22]=[CH:21][C:18](CCl)=[CH:17][CH:16]=1)=[CH2:14].O. (3) Given the product [Si:10]([O:23][C:20]1[CH:21]=[CH:22][C:17]([N+:14]([O-:16])=[O:15])=[CH:18][CH:19]=1)([C:6]([CH3:9])([CH3:8])[CH3:7])([CH3:13])[CH3:12], predict the reactants needed to synthesize it. The reactants are: N1C=CN=C1.[C:6]([Si:10]([CH3:13])([CH3:12])Cl)([CH3:9])([CH3:8])[CH3:7].[N+:14]([C:17]1[CH:22]=[CH:21][C:20]([OH:23])=[CH:19][CH:18]=1)([O-:16])=[O:15]. (4) Given the product [CH2:1]([N:8]([CH2:19][C:20]1[CH:29]=[CH:28][C:23]([C:24]([OH:26])=[O:25])=[CH:22][N:21]=1)[S:9]([C:12]1[CH:13]=[CH:14][C:15]([Cl:18])=[CH:16][CH:17]=1)(=[O:10])=[O:11])[C:2]1[CH:3]=[CH:4][CH:5]=[CH:6][CH:7]=1, predict the reactants needed to synthesize it. The reactants are: [CH2:1]([N:8]([CH2:19][C:20]1[CH:29]=[CH:28][C:23]([C:24]([O:26]C)=[O:25])=[CH:22][N:21]=1)[S:9]([C:12]1[CH:17]=[CH:16][C:15]([Cl:18])=[CH:14][CH:13]=1)(=[O:11])=[O:10])[C:2]1[CH:7]=[CH:6][CH:5]=[CH:4][CH:3]=1.[OH-].[Na+].O.Cl. (5) Given the product [O:27]=[C:5]1[C:4]([C:1]2[CH:2]=[CH:33][NH:31][N:36]=2)=[CH:13][C:12]2[C:7](=[CH:8][C:9]([N:14]3[CH2:19][CH2:18][N:17]([C:20]([O:22][C:23]([CH3:24])([CH3:26])[CH3:25])=[O:21])[CH2:16][CH2:15]3)=[CH:10][CH:11]=2)[O:6]1, predict the reactants needed to synthesize it. The reactants are: [C:1]([C:4]1[C:5](=[O:27])[O:6][C:7]2[C:12]([CH:13]=1)=[CH:11][CH:10]=[C:9]([N:14]1[CH2:19][CH2:18][N:17]([C:20]([O:22][C:23]([CH3:26])([CH3:25])[CH3:24])=[O:21])[CH2:16][CH2:15]1)[CH:8]=2)(=O)[CH3:2].COC(OC)[N:31]([CH3:33])C.[NH:36]1CCCC1.NN. (6) The reactants are: [NH2:1][C:2]1[C:7]([CH:8]=O)=[CH:6][N:5]=[CH:4][CH:3]=1.[CH3:10][O:11][C:12]1[CH:17]=[CH:16][CH:15]=[C:14]([F:18])[C:13]=1[CH2:19][CH2:20][C:21]#[N:22]. Given the product [F:18][C:14]1[CH:15]=[CH:16][CH:17]=[C:12]([O:11][CH3:10])[C:13]=1[CH2:19][C:20]1[C:21]([NH2:22])=[N:1][C:2]2[C:7]([CH:8]=1)=[CH:6][N:5]=[CH:4][CH:3]=2, predict the reactants needed to synthesize it. (7) Given the product [N:48]12[CH2:53][CH2:52][CH:51]([CH2:50][CH2:49]1)[C@H:46]([NH:45][C:17]([C:13]1[CH:14]=[CH:15][CH:16]=[C:10]3[O:9][C:8]([C:5]4[CH:6]=[CH:7][C:2]([Cl:1])=[CH:3][C:4]=4[CH3:20])=[N:12][C:11]=13)=[O:19])[CH2:47]2, predict the reactants needed to synthesize it. The reactants are: [Cl:1][C:2]1[CH:7]=[CH:6][C:5]([C:8]2[O:9][C:10]3[C:11](=[C:13]([C:17]([OH:19])=O)[CH:14]=[CH:15][CH:16]=3)[N:12]=2)=[C:4]([CH3:20])[CH:3]=1.Cl.C(N=C=NCCCN(C)C)C.ON1C2C=CC=CC=2N=N1.Cl.Cl.[NH2:45][C@H:46]1[CH:51]2[CH2:52][CH2:53][N:48]([CH2:49][CH2:50]2)[CH2:47]1.C(N(CC)CC)C.